This data is from HIV replication inhibition screening data with 41,000+ compounds from the AIDS Antiviral Screen. The task is: Binary Classification. Given a drug SMILES string, predict its activity (active/inactive) in a high-throughput screening assay against a specified biological target. (1) The result is 0 (inactive). The drug is CCOC(=O)C(=Cc1cccc(C#N)c1)P(=O)(OCC)OCC. (2) The molecule is COC(=O)CC1N=C(NC#N)N(CCc2c[nH]c3ccccc23)C1=O. The result is 0 (inactive). (3) The result is 0 (inactive). The drug is O=[N+]([O-])c1ccc([As](=O)(O)O)cc1. (4) The compound is N#CC1(O)Cc2ccccc2C1. The result is 0 (inactive). (5) The drug is [ClH+][Co-4]12([ClH+])([O+]=C3N=CNc4[n-][n+]1cc43)[O+]=C1N=CNc3[n-][n+]2cc31. The result is 0 (inactive). (6) The drug is N#Cc1sc2nc3ccccc3n2c1N. The result is 0 (inactive). (7) The compound is CN(C)C1C(O)=C(C(=O)NCNC(CO)(CO)CO)C(=O)C2(O)C(O)=C3C(=O)c4c(O)cccc4C(C)(O)C3CC12. The result is 0 (inactive). (8) The molecule is COc1cc2cc(C(=O)N3CC(CCl)c4c3cc([N+](C)(C)Cc3ccc([N+](=O)[O-])n3C)c3ccccc43)[nH]c2c(OC)c1OC.O=S(=O)([O-])C(F)(F)F. The result is 0 (inactive).